From a dataset of Full USPTO retrosynthesis dataset with 1.9M reactions from patents (1976-2016). Predict the reactants needed to synthesize the given product. (1) Given the product [Br:1][C:2]1[N:7]=[C:6]([Cl:8])[C:5]([NH:9][CH3:10])=[C:4]([NH2:11])[CH:3]=1, predict the reactants needed to synthesize it. The reactants are: [Br:1][C:2]1[N:7]=[C:6]([Cl:8])[C:5]([NH:9][CH3:10])=[C:4]([N+:11]([O-])=O)[CH:3]=1.[Cl-].[NH4+]. (2) Given the product [NH2:3][CH2:2][C@H:4]1[CH2:9][CH2:8][CH2:7][CH2:6][N:5]1[C:10]([O:12][C:13]([CH3:16])([CH3:15])[CH3:14])=[O:11], predict the reactants needed to synthesize it. The reactants are: N.[C:2]([C@H:4]1[CH2:9][CH2:8][CH2:7][CH2:6][N:5]1[C:10]([O:12][C:13]([CH3:16])([CH3:15])[CH3:14])=[O:11])#[N:3]. (3) Given the product [CH3:1][O:2][C:3]1[CH:4]=[C:5]([CH:8]=[CH:9][C:10]=1[O:11][S:12]([C:15]1[CH:21]=[CH:20][C:18]([CH3:19])=[CH:17][CH:16]=1)(=[O:14])=[O:13])[CH2:6][Cl:24], predict the reactants needed to synthesize it. The reactants are: [CH3:1][O:2][C:3]1[CH:4]=[C:5]([CH:8]=[CH:9][C:10]=1[O:11][S:12]([C:15]1[CH:21]=[CH:20][C:18]([CH3:19])=[CH:17][CH:16]=1)(=[O:14])=[O:13])[CH2:6]O.S(Cl)([Cl:24])=O. (4) Given the product [Cl:1][C:2]1[CH:3]=[C:4]2[C:8](=[C:9]([NH:11][CH:12]3[CH2:16][CH2:15][CH2:14][CH2:13]3)[CH:10]=1)[NH:7][C:6]([C:17]1[S:18][CH2:19][C@@H:20]([CH2:22][CH2:23][N:35]3[CH2:34][CH2:33][N:32]([C:25]([O:27][C:28]([CH3:31])([CH3:30])[CH3:29])=[O:26])[CH2:37][CH2:36]3)[N:21]=1)=[CH:5]2, predict the reactants needed to synthesize it. The reactants are: [Cl:1][C:2]1[CH:3]=[C:4]2[C:8](=[C:9]([NH:11][CH:12]3[CH2:16][CH2:15][CH2:14][CH2:13]3)[CH:10]=1)[NH:7][C:6]([C:17]1[S:18][CH2:19][C@@H:20]([CH2:22][CH2:23]O)[N:21]=1)=[CH:5]2.[C:25]([N:32]1[CH2:37][CH2:36][NH:35][CH2:34][CH2:33]1)([O:27][C:28]([CH3:31])([CH3:30])[CH3:29])=[O:26]. (5) Given the product [F:1][C:2]1[CH:7]=[C:6]([I:8])[CH:5]=[CH:4][C:3]=1[NH:9][C:10]1[NH:17][C:20]2[C:21](=[O:25])[CH2:22][CH2:23][CH2:24][C:19]=2[C:11]=1[C:12]([O:14][CH2:15][CH3:16])=[O:13], predict the reactants needed to synthesize it. The reactants are: [F:1][C:2]1[CH:7]=[C:6]([I:8])[CH:5]=[CH:4][C:3]=1[NH:9][C:10](=[NH:17])[CH2:11][C:12]([O:14][CH2:15][CH3:16])=[O:13].Br[C:19]1[CH2:24][CH2:23][CH2:22][C:21](=[O:25])[C:20]=1O. (6) Given the product [Cl:29][C:28]1[O:27][C:26]([C:30]([O:32][CH3:33])=[O:31])=[CH:25][C:24]=1[C:7]1[N:3]([CH2:1][CH3:2])[N:4]=[CH:5][CH:6]=1, predict the reactants needed to synthesize it. The reactants are: [CH2:1]([N:3]1[C:7](B2OC(C)(C)C(C)(C)O2)=[CH:6][CH:5]=[N:4]1)[CH3:2].C(=O)([O-])[O-].[K+].[K+].Br[C:24]1[CH:25]=[C:26]([C:30]([O:32][CH3:33])=[O:31])[O:27][C:28]=1[Cl:29]. (7) Given the product [F:85][C:67]([F:66])([F:84])[C:68]([O:71][C:72](=[O:83])[NH:7][CH:8]([C:13]([N:15]1[CH2:19][CH:18]([O:20][C:21]2[C:30]3[C:25](=[C:95]([Cl:97])[CH:27]=[CH:28][CH:29]=3)[N:24]=[C:23]([O:32][CH2:33][CH:34]([O:35][CH3:36])[O:37][CH3:38])[CH:22]=2)[CH2:17][CH:16]1[C:39](=[O:57])[NH:40][C:41]1([C:46]([NH:48][S:49]([O:52][C:53]2([CH3:56])[CH2:54][CH2:55]2)(=[O:50])=[O:51])=[O:47])[CH2:43][CH:42]1[CH2:44][CH3:45])=[O:14])[C:9]([CH3:10])([CH3:11])[CH3:12])([CH3:69])[CH3:70], predict the reactants needed to synthesize it. The reactants are: C(OC(=O)[NH:7][CH:8]([C:13]([N:15]1[CH2:19][CH:18]([O:20][C:21]2[C:30]3[C:25](=C(Cl)[CH:27]=[CH:28][CH:29]=3)[N:24]=[C:23]([O:32][CH2:33][CH:34]([O:37][CH3:38])[O:35][CH3:36])[CH:22]=2)[CH2:17][CH:16]1[C:39](=[O:57])[NH:40][C:41]1([C:46]([NH:48][S:49]([O:52][C:53]2([CH3:56])[CH2:55][CH2:54]2)(=[O:51])=[O:50])=[O:47])[CH2:43][CH:42]1[CH2:44][CH3:45])=[O:14])[C:9]([CH3:12])([CH3:11])[CH3:10])(C)(C)C.C(O)(C(F)(F)F)=O.[F:66][C:67]([F:85])([F:84])[C:68]([O:71][C:72](=[O:83])OC1C=CC([N+]([O-])=O)=CC=1)([CH3:70])[CH3:69].C(N(C(C)C)CC)(C)C.[CH2:95]([Cl:97])Cl.